This data is from Reaction yield outcomes from USPTO patents with 853,638 reactions. The task is: Predict the reaction yield, written as a fraction of the theoretical maximum amount of product (1.0 means a 100% yield; for example, 0.34 means a 34% yield). The reactants are [CH3:1][C:2]1[CH:7]=[CH:6][N:5]=[CH:4][C:3]=1[N:8]1[CH2:12][CH2:11][NH:10][C:9]1=[O:13].Br[C:15]1[CH:22]=[CH:21][C:18]([C:19]#[N:20])=[CH:17][CH:16]=1.N[C@@H]1CCCC[C@H]1N.C(=O)([O-])[O-].[K+].[K+]. The catalyst is [Cu](I)I.O1CCOCC1. The product is [CH3:1][C:2]1[CH:7]=[CH:6][N:5]=[CH:4][C:3]=1[N:8]1[CH2:12][CH2:11][N:10]([C:15]2[CH:22]=[CH:21][C:18]([C:19]#[N:20])=[CH:17][CH:16]=2)[C:9]1=[O:13]. The yield is 0.642.